Dataset: Full USPTO retrosynthesis dataset with 1.9M reactions from patents (1976-2016). Task: Predict the reactants needed to synthesize the given product. Given the product [Cl:1][C:2]1[CH:3]=[CH:4][C:5]2[N:11]3[C:12]([C:15]([Cl:18])([F:16])[F:17])=[N:13][N:14]=[C:10]3[C@H:9]([CH2:19][C:20]([N:22]3[CH2:27][CH2:26][CH2:25][C@H:24]([C:28]([OH:30])=[O:29])[CH2:23]3)=[O:21])[O:8][C@@H:7]([C:33]3[CH:38]=[CH:37][CH:36]=[C:35]([O:39][CH3:40])[C:34]=3[O:41][CH3:42])[C:6]=2[CH:43]=1, predict the reactants needed to synthesize it. The reactants are: [Cl:1][C:2]1[CH:3]=[CH:4][C:5]2[N:11]3[C:12]([C:15]([Cl:18])([F:17])[F:16])=[N:13][N:14]=[C:10]3[C@H:9]([CH2:19][C:20]([N:22]3[CH2:27][CH2:26][CH2:25][C@H:24]([C:28]([O:30]CC)=[O:29])[CH2:23]3)=[O:21])[O:8][C@@H:7]([C:33]3[CH:38]=[CH:37][CH:36]=[C:35]([O:39][CH3:40])[C:34]=3[O:41][CH3:42])[C:6]=2[CH:43]=1.Cl.